This data is from Reaction yield outcomes from USPTO patents with 853,638 reactions. The task is: Predict the reaction yield, written as a fraction of the theoretical maximum amount of product (1.0 means a 100% yield; for example, 0.34 means a 34% yield). (1) The reactants are [Cl:1][C:2]1[CH:9]=[C:8]([C:10]2[CH:11]=[N:12][CH:13]=[C:14]([CH:16]=O)[CH:15]=2)[CH:7]=[CH:6][C:3]=1[C:4]#[N:5].[CH3:18][S:19]([NH2:22])(=[O:21])=[O:20].[C:23]1([CH3:29])C=CC=C[CH:24]=1. The catalyst is CC(C)[O-].[Ti+4].CC(C)[O-].CC(C)[O-].CC(C)[O-]. The product is [Cl:1][C:2]1[CH:9]=[C:8]([C:10]2[CH:15]=[C:14]([CH:16]([CH:29]3[CH2:23][CH2:24]3)[NH:22][S:19]([CH3:18])(=[O:21])=[O:20])[CH:13]=[N:12][CH:11]=2)[CH:7]=[CH:6][C:3]=1[C:4]#[N:5]. The yield is 0.490. (2) The reactants are [Cl:1][C:2]1[C:3]([N:8]2[CH:12]([C:13]([O:15][CH2:16][CH3:17])=[O:14])[CH2:11][C:10](OS(C3C=CC=CC=3)(=O)=O)=[N:9]2)=[N:4][CH:5]=[CH:6][CH:7]=1.[BrH:28].C(=O)([O-])O.[Na+]. The product is [Br:28][C:10]1[CH2:11][CH:12]([C:13]([O:15][CH2:16][CH3:17])=[O:14])[N:8]([C:3]2[C:2]([Cl:1])=[CH:7][CH:6]=[CH:5][N:4]=2)[N:9]=1. The yield is 0.850. The catalyst is C(O)(=O)C. (3) The reactants are [C:1]([O:5][C:6](=[O:22])[NH:7][C:8]1[CH:13]=[CH:12][CH:11]=[C:10]([C:14]2[CH:19]=[CH:18][C:17]([CH2:20][NH2:21])=[CH:16][CH:15]=2)[N:9]=1)([CH3:4])([CH3:3])[CH3:2].CCN(CC)CC.[CH3:30][S:31](Cl)(=[O:33])=[O:32]. The yield is 0.440. The catalyst is ClCCl. The product is [C:1]([O:5][C:6](=[O:22])[NH:7][C:8]1[CH:13]=[CH:12][CH:11]=[C:10]([C:14]2[CH:15]=[CH:16][C:17]([CH2:20][NH:21][S:31]([CH3:30])(=[O:33])=[O:32])=[CH:18][CH:19]=2)[N:9]=1)([CH3:4])([CH3:2])[CH3:3].